Dataset: Catalyst prediction with 721,799 reactions and 888 catalyst types from USPTO. Task: Predict which catalyst facilitates the given reaction. (1) Reactant: [C:1]([C:3]1[CH:4]=[CH:5][C:6]([N:13]2[CH:17]=[CH:16][N:15]=[CH:14]2)=[C:7]([CH:12]=1)[C:8]([O:10][CH3:11])=[O:9])#[N:2].N. Product: [NH2:2][CH2:1][C:3]1[CH:4]=[CH:5][C:6]([N:13]2[CH:17]=[CH:16][N:15]=[CH:14]2)=[C:7]([CH:12]=1)[C:8]([O:10][CH3:11])=[O:9]. The catalyst class is: 94. (2) Reactant: [F:1][C:2]([F:14])([F:13])[C:3]1[CH:9]=[CH:8][C:6]([NH2:7])=[C:5]([N+:10]([O-:12])=[O:11])[CH:4]=1.[C:15]([C:24]1[CH:29]=[C:28]([C:30]([CH2:33][C:34]([CH3:37])([CH3:36])[CH3:35])([CH3:32])[CH3:31])[CH:27]=[CH:26][C:25]=1[OH:38])([C:18]1[CH:23]=[CH:22][CH:21]=[CH:20][CH:19]=1)([CH3:17])[CH3:16].S(=O)(=O)(O)O.[N:44](OS(=O)(=O)O)=O. Product: [N+:10]([C:5]1[CH:4]=[C:3]([C:2]([F:13])([F:14])[F:1])[CH:9]=[CH:8][C:6]=1[N:7]=[N:44][C:26]1[CH:27]=[C:28]([C:30]([CH3:31])([CH3:32])[CH2:33][C:34]([CH3:37])([CH3:36])[CH3:35])[CH:29]=[C:24]([C:15]([CH3:17])([C:18]2[CH:19]=[CH:20][CH:21]=[CH:22][CH:23]=2)[CH3:16])[C:25]=1[OH:38])([O-:12])=[O:11]. The catalyst class is: 6.